The task is: Predict which catalyst facilitates the given reaction.. This data is from Catalyst prediction with 721,799 reactions and 888 catalyst types from USPTO. (1) Reactant: [CH2:1]([Li])[CH2:2][CH2:3]C.[CH3:6][CH:7]([C:11]1[CH:16]=[C:15]([C:17]([F:20])([F:19])[F:18])[CH:14]=[C:13]([C:21]([F:24])([F:23])[F:22])[CH:12]=1)[C:8]([OH:10])=[O:9].BrCC=C.S(=O)(O)[O-].[Na+]. Product: [CH3:6][C:7]([CH2:3][CH:2]=[CH2:1])([C:11]1[CH:12]=[C:13]([C:21]([F:22])([F:23])[F:24])[CH:14]=[C:15]([C:17]([F:18])([F:19])[F:20])[CH:16]=1)[C:8]([OH:10])=[O:9]. The catalyst class is: 7. (2) Reactant: [Br:1][C:2]1[C:10]2[N:9]=[C:8]([C:11]([F:14])([F:13])[F:12])[NH:7][C:6]=2[CH:5]=[C:4]([N+:15]([O-:17])=[O:16])[CH:3]=1.Br[CH2:19][C:20]1[CH:25]=[CH:24][CH:23]=[C:22]([Cl:26])[C:21]=1[CH3:27].C(=O)([O-])[O-].[K+].[K+]. Product: [Br:1][C:2]1[C:10]2[N:9]=[C:8]([C:11]([F:12])([F:13])[F:14])[N:7]([CH2:19][C:20]3[CH:25]=[CH:24][CH:23]=[C:22]([Cl:26])[C:21]=3[CH3:27])[C:6]=2[CH:5]=[C:4]([N+:15]([O-:17])=[O:16])[CH:3]=1. The catalyst class is: 9.